Dataset: Acute oral toxicity (LD50) regression data from Zhu et al.. Task: Regression/Classification. Given a drug SMILES string, predict its toxicity properties. Task type varies by dataset: regression for continuous values (e.g., LD50, hERG inhibition percentage) or binary classification for toxic/non-toxic outcomes (e.g., AMES mutagenicity, cardiotoxicity, hepatotoxicity). Dataset: ld50_zhu. (1) The compound is C1COCCOCCOCCOCCOCCO1. The rat oral LD50 is 2.28, given as -log10 of the dose in mol/kg body weight (higher means more acutely toxic). (2) The compound is O=S1(=O)CCC(NC(=S)S)C1. The rat oral LD50 is 2.10, given as -log10 of the dose in mol/kg body weight (higher means more acutely toxic). (3) The compound is c1cncc(C2=NCCC2)c1. The rat oral LD50 is 1.89, given as -log10 of the dose in mol/kg body weight (higher means more acutely toxic). (4) The drug is FC(F)(F)c1nc2c(Cl)c(Br)c(Cl)cc2[nH]1. The rat oral LD50 is 4.58, given as -log10 of the dose in mol/kg body weight (higher means more acutely toxic).